The task is: Predict the reaction yield, written as a fraction of the theoretical maximum amount of product (1.0 means a 100% yield; for example, 0.34 means a 34% yield).. This data is from Reaction yield outcomes from USPTO patents with 853,638 reactions. The reactants are [N:1]12[CH2:8][CH2:7][CH:4]([CH2:5][CH2:6]1)[CH:3]([NH:9][C:10](=[O:21])[C:11]1[CH:16]=[CH:15][C:14]([I:17])=[C:13]([N+:18]([O-])=O)[CH:12]=1)[CH2:2]2.O.O.[Sn](Cl)Cl. The catalyst is CN(C=O)C. The product is [NH2:18][C:13]1[CH:12]=[C:11]([CH:16]=[CH:15][C:14]=1[I:17])[C:10]([NH:9][CH:3]1[CH:4]2[CH2:7][CH2:8][N:1]([CH2:6][CH2:5]2)[CH2:2]1)=[O:21]. The yield is 0.980.